Dataset: Reaction yield outcomes from USPTO patents with 853,638 reactions. Task: Predict the reaction yield, written as a fraction of the theoretical maximum amount of product (1.0 means a 100% yield; for example, 0.34 means a 34% yield). (1) The reactants are [OH:1][C:2]1[CH:11]=[CH:10][C:5]([C:6]([NH:8][NH2:9])=[O:7])=[CH:4][CH:3]=1.[Cl:12][C:13]1[C:20]([C:21]([F:24])([F:23])[F:22])=[CH:19][CH:18]=[CH:17][C:14]=1[CH:15]=O. The catalyst is C(O)(=O)C.CCO. The product is [Cl:12][C:13]1[C:20]([C:21]([F:22])([F:23])[F:24])=[CH:19][CH:18]=[CH:17][C:14]=1[CH:15]=[N:9][NH:8][C:6](=[O:7])[C:5]1[CH:10]=[CH:11][C:2]([OH:1])=[CH:3][CH:4]=1. The yield is 0.930. (2) The reactants are [Br:1]N1C(=O)CCC1=O.[N:9]1[CH:10]=[CH:11][N:12]2[CH2:18][CH2:17][CH2:16][CH2:15][CH2:14][C:13]=12.C(=O)(O)[O-].[Na+]. The catalyst is C(Cl)(Cl)(Cl)Cl. The product is [Br:1][C:11]1[N:12]2[CH2:18][CH2:17][CH2:16][CH2:15][CH2:14][C:13]2=[N:9][CH:10]=1. The yield is 0.810. (3) The reactants are [C:1]([O:5][C:6]([NH:8][C@@H:9]1[C:23](=[O:24])[N:22]2[CH2:25][C@H:26]([O:28][C:29]3[C:38]([CH2:39][CH3:40])=[N:37][C:36]4[C:31](=[CH:32][CH:33]=[CH:34][CH:35]=4)[N:30]=3)[CH2:27][C@H:21]2[C:20](=[O:41])[NH:19][C@:18]2([C:43]([OH:45])=O)[CH2:42][C@H:17]2[CH2:16][C:15]([F:47])([F:46])[CH2:14][CH2:13][CH2:12][CH2:11][CH2:10]1)=[O:7])([CH3:4])([CH3:3])[CH3:2].ClC(Cl)C.C(N1C=CN=C1)(N1C=CN=C1)=O.[CH:64]1([S:67]([NH2:70])(=[O:69])=[O:68])[CH2:66][CH2:65]1.C1CCN2C(=NCCC2)CC1.Cl. The catalyst is ClCCl. The product is [CH:64]1([S:67]([NH:70][C:43]([C@@:18]23[CH2:42][C@H:17]2[CH2:16][C:15]([F:47])([F:46])[CH2:14][CH2:13][CH2:12][CH2:11][CH2:10][C@H:9]([NH:8][C:6](=[O:7])[O:5][C:1]([CH3:4])([CH3:2])[CH3:3])[C:23](=[O:24])[N:22]2[CH2:25][C@H:26]([O:28][C:29]4[C:38]([CH2:39][CH3:40])=[N:37][C:36]5[C:31](=[CH:32][CH:33]=[CH:34][CH:35]=5)[N:30]=4)[CH2:27][C@H:21]2[C:20](=[O:41])[NH:19]3)=[O:45])(=[O:69])=[O:68])[CH2:66][CH2:65]1. The yield is 0.850. (4) The reactants are N1C=CN=C1.[OH:6][CH2:7][CH2:8][CH2:9][NH:10][C:11](=[O:17])[O:12][C:13]([CH3:16])([CH3:15])[CH3:14].[CH3:18][C:19]([Si:22](Cl)([CH3:24])[CH3:23])([CH3:21])[CH3:20].CCOC(C)=O.CCCCCC. The catalyst is ClCCl. The product is [C:13]([O:12][C:11](=[O:17])[NH:10][CH2:9][CH2:8][CH2:7][O:6][Si:22]([C:19]([CH3:21])([CH3:20])[CH3:18])([CH3:24])[CH3:23])([CH3:14])([CH3:16])[CH3:15]. The yield is 0.840. (5) The reactants are O=[C:2]([C:22]1[CH:27]=[CH:26][C:25]([C:28]([F:31])([F:30])[F:29])=[CH:24][CH:23]=1)[CH2:3][O:4][C:5](=O)[C@H:6]([O:9][C:10]1[CH:15]=[CH:14][C:13]([F:16])=[C:12]([C:17](=[O:19])[NH2:18])[C:11]=1[F:20])[CH2:7][OH:8].C([NH2:35])(=O)C.B(F)(F)F. No catalyst specified. The product is [F:20][C:11]1[C:10]([O:9][C@@H:6]([C:5]2[O:4][CH:3]=[C:2]([C:22]3[CH:27]=[CH:26][C:25]([C:28]([F:31])([F:30])[F:29])=[CH:24][CH:23]=3)[N:35]=2)[CH2:7][OH:8])=[CH:15][CH:14]=[C:13]([F:16])[C:12]=1[C:17]([NH2:18])=[O:19]. The yield is 0.210. (6) The reactants are Cl[C:2]1[N:7]=[C:6]([CH3:8])[C:5]([N+:9]([O-:11])=[O:10])=[CH:4][CH:3]=1.C([O-])([O-])=O.[K+].[K+].Cl.[F:19][C:20]1([F:25])[CH2:24][CH2:23][NH:22][CH2:21]1. The catalyst is CN(C=O)C.C(OCC)(=O)C. The product is [F:19][C:20]1([F:25])[CH2:24][CH2:23][N:22]([C:2]2[N:7]=[C:6]([CH3:8])[C:5]([N+:9]([O-:11])=[O:10])=[CH:4][CH:3]=2)[CH2:21]1. The yield is 0.470. (7) The reactants are CN([C:4]([O:8]N1N=NC2C=CC=NC1=2)=[N+](C)C)C.F[P-](F)(F)(F)(F)F.C(OC([NH:32][C:33]1[N:38]=[C:37]([CH3:39])[C:36]([CH2:40][NH:41][C:42]2[C:43]3[C:44](=[N:48][N:49]([CH2:51][C:52]4[CH:66]=[CH:65][C:55]([CH2:56][N:57]5[CH:61]=[CH:60][C:59](C(O)=O)=[N:58]5)=[CH:54][CH:53]=4)[CH:50]=3)[N:45]=[CH:46][N:47]=2)=[C:35]([CH3:67])[CH:34]=1)=O)(C)(C)C.[NH:68]1[CH2:73][CH2:72][O:71][CH2:70][CH2:69]1.CCN(C(C)C)C(C)C. The catalyst is CN(C)C=O.O. The product is [NH2:32][C:33]1[N:38]=[C:37]([CH3:39])[C:36]([CH2:40][NH:41][C:42]2[C:43]3[C:44](=[N:48][N:49]([CH2:51][C:52]4[CH:53]=[CH:54][C:55]([CH2:56][N:57]5[CH:61]=[C:60]([C:4]([N:68]6[CH2:73][CH2:72][O:71][CH2:70][CH2:69]6)=[O:8])[CH:59]=[N:58]5)=[CH:65][CH:66]=4)[CH:50]=3)[N:45]=[CH:46][N:47]=2)=[C:35]([CH3:67])[CH:34]=1. The yield is 0.160.